This data is from Experimentally validated miRNA-target interactions with 360,000+ pairs, plus equal number of negative samples. The task is: Binary Classification. Given a miRNA mature sequence and a target amino acid sequence, predict their likelihood of interaction. (1) The miRNA is mmu-miR-1198-3p with sequence AAGCUAGCCUCUAACUCAUGGC. The protein sequence of the target gene is MSLWLEASMPDVSPDSATELWKTEPQDAGDQGGNTCILREEARMPQSTGVALGIGLESAEPTALLPRAETLPEPTELRPQKRKKGPAPKMLGNELCSVCGDKASGFHYNVLSCEGCKGFFRRSVIKGARYVCHSGGHCPMDTYMRRKCQECRLRKCRQAGMREECVLSEEQIRLKKLKRQEEEQAQATSVSPRVSSPPQVLPQLSPEQLGMIEKLVAAQQQCNRRSFSDRLRVTPWPIAPDPQSREARQQRFAHFTELAIVSVQEIVDFAKQLPGFLQLSREDQIALLKTSAIEVMLLET.... Result: 0 (no interaction). (2) The miRNA is hsa-miR-1304-3p with sequence UCUCACUGUAGCCUCGAACCCC. The protein sequence of the target gene is MGDWNLLGDTLEEVHIHSTMIGKIWLTILFIFRMLVLGVAAEDVWNDEQSGFICNTEQPGCRNVCYDQAFPISLIRYWVLQVIFVSSPSLVYMGHALYRLRVLEEERQRMKAQLRVELEEVEFEMPRDRRRLEQELCQLEKRKLNKAPLRGTLLCTYVIHIFTRSVVEVGFMIGQYLLYGFHLEPLFKCHGHPCPNIIDCFVSRPTEKTIFLLFMQSIATISLFLNILEIFHLGFKKIKRGLWGKYKLKKEHNEFHANKAKQNVAKYQSTSANSLKRLPSAPDYNLLVEKQTHTAVYPSL.... Result: 1 (interaction). (3) The miRNA is hsa-miR-19b-3p with sequence UGUGCAAAUCCAUGCAAAACUGA. Result: 1 (interaction). The protein sequence of the target gene is MAAVVVAAAGGAGPAVLQVAGLYRGLCAVRSRALGLGLVSPAQLRVFPVRPGSGRPEGGADSSGVGAEAELQANPFYDRYRDKIQLLRRSDPAAFESRLEKRSEFRKQPVGHSRQGDFIKCVEQKTDALGKQSVNRGFTKDKTLSSIFNIEMVKEKTAEEIKQIWQQYFAAKDTVYAVIPAEKFDLIWNRAQSCPTFLCALPRREGYEFFVGQWTGTELHFTALINIQTRGEAAASQLILYHYPELKEEKGIVLMTAEMDSTFLNVAEAQCIANQVQLFYATDRKETYGLVETFNLRPNE.... (4) The miRNA is hsa-miR-5692c with sequence AAUAAUAUCACAGUAGGUGUAC. The protein sequence of the target gene is MSVPEEEERLLPLTQRWPRASKFLLSGCAATVAELATFPLDLTKTRLQMQGEAALARLGDGARESAPYRGMVRTALGIIEEEGFLKLWQGVTPAIYRHVVYSGGRMVTYEHLREVVFGKSEDEHYPLWKSVIGGMMAGVIGQFLANPTDLVKVQMQMEGKRKLEGKPLRFRGVHHAFAKILAEGGIRGLWAGWVPNIQRAALVNMGDLTTYDTVKHYLVLNTPLEDNIMTHGLSSLCSGLVASILGTPADVIKSRIMNQPRDKQGRGLLYKSSTDCLIQAVQGEGFMSLYKGFLPSWLRM.... Result: 1 (interaction). (5) The miRNA is hsa-miR-603 with sequence CACACACUGCAAUUACUUUUGC. The protein sequence of the target gene is MANSLLEGVFAEVKEPCSLPMLSVDMENKENGSVGVKNSMENGRPPDPADWAVMDVVNYFRTVGFEEQASAFQEQEIDGKSLLLMTRNDVLTGLQLKLGPALKIYEYHVKPLQTKHLKNNSS. Result: 0 (no interaction).